Dataset: Forward reaction prediction with 1.9M reactions from USPTO patents (1976-2016). Task: Predict the product of the given reaction. (1) Given the reactants [C:1]([O:5][C:6]([N:8]1[C:24](=[O:25])[C:23]2[C:13]3[CH:14]=[CH:15][C:16]4[CH:17]=[N:18][C:19](Cl)=[CH:20][C:21]=4[C:12]=3[N:11]([C:26]([O:28][C:29]([CH3:32])([CH3:31])[CH3:30])=[O:27])[C:10]=2[CH2:9]1)=[O:7])([CH3:4])([CH3:3])[CH3:2].C1C=CC(P(C2C=CC=CC=2)C2C=CC=CC=2)=CC=1.C([O-])([O-])=O.[Cs+].[Cs+].[CH3:58][S:59]([C:62]1[CH:63]=[C:64](B(O)O)[CH:65]=[CH:66][CH:67]=1)(=[O:61])=[O:60].C1(P(C2CCCCC2)C2C=CC=CC=2C2C=CC=CC=2N(C)C)CCCCC1.C(OC(OC(C)(C)C)=O)(OC(C)(C)C)=O, predict the reaction product. The product is: [C:1]([O:5][C:6]([N:8]1[C:24](=[O:25])[C:23]2[C:13]3[CH:14]=[CH:15][C:16]4[CH:17]=[N:18][C:19]([C:66]5[CH:65]=[CH:64][CH:63]=[C:62]([S:59]([CH3:58])(=[O:61])=[O:60])[CH:67]=5)=[CH:20][C:21]=4[C:12]=3[N:11]([C:26]([O:28][C:29]([CH3:32])([CH3:31])[CH3:30])=[O:27])[C:10]=2[CH2:9]1)=[O:7])([CH3:4])([CH3:3])[CH3:2]. (2) Given the reactants [C:1]1([C:7]([OH:9])=[O:8])([C:4](O)=[O:5])[CH2:3][CH2:2]1.C(N(CC)CC)C.S(Cl)(Cl)=O.[NH:21]1[C:25]2=[N:26][CH:27]=[CH:28][C:29]([NH:30][C:31]3[CH:36]=[CH:35][C:34]([NH2:37])=[CH:33][CH:32]=3)=[C:24]2[CH:23]=[CH:22]1, predict the reaction product. The product is: [NH:21]1[C:25]2=[N:26][CH:27]=[CH:28][C:29]([NH:30][C:31]3[CH:36]=[CH:35][C:34]([NH:37][C:4]([C:1]4([C:7]([OH:9])=[O:8])[CH2:3][CH2:2]4)=[O:5])=[CH:33][CH:32]=3)=[C:24]2[CH:23]=[CH:22]1. (3) Given the reactants [C:1]([C:3]1[CH:15]=[C:14]2[C:6]([C:7]3[C:8](=[O:30])[C:9]4[CH:21]=[CH:20][C:19](OS(C(F)(F)F)(=O)=O)=[CH:18][C:10]=4[C:11]([CH3:17])([CH3:16])[C:12]=3[NH:13]2)=[CH:5][CH:4]=1)#[N:2].[OH:31][CH2:32][CH2:33][N:34]1[CH2:39][CH2:38][NH:37][CH2:36][CH2:35]1, predict the reaction product. The product is: [OH:31][CH2:32][CH2:33][N:34]1[CH2:39][CH2:38][N:37]([C:19]2[CH:20]=[CH:21][C:9]3[C:8](=[O:30])[C:7]4[C:6]5[C:14](=[CH:15][C:3]([C:1]#[N:2])=[CH:4][CH:5]=5)[NH:13][C:12]=4[C:11]([CH3:17])([CH3:16])[C:10]=3[CH:18]=2)[CH2:36][CH2:35]1. (4) Given the reactants [N+:1]([C:4]1[CH:20]=[CH:19][C:7]([CH2:8][S:9]([CH2:12][CH2:13][C:14]([O:16][CH2:17][CH3:18])=[O:15])(=[O:11])=[O:10])=[CH:6][CH:5]=1)([O-])=O, predict the reaction product. The product is: [NH2:1][C:4]1[CH:5]=[CH:6][C:7]([CH2:8][S:9]([CH2:12][CH2:13][C:14]([O:16][CH2:17][CH3:18])=[O:15])(=[O:11])=[O:10])=[CH:19][CH:20]=1. (5) Given the reactants [N:1]([CH2:4][CH:5]([NH:14][C:15]([C:17]1[S:33][C:20]2=[N:21][C:22]3[CH2:23][CH2:24][CH:25]([C:29]([CH3:32])([CH3:31])[CH3:30])[CH2:26][C:27]=3[CH:28]=[C:19]2[CH:18]=1)=[O:16])[C:6]1[CH:11]=[CH:10][C:9]([C:12]#[N:13])=[CH:8][CH:7]=1)=[N+:2]=[N-:3].C([O-])([O-])=[O:35].[K+].[K+].OO.Cl, predict the reaction product. The product is: [N:1]([CH2:4][CH:5]([NH:14][C:15]([C:17]1[S:33][C:20]2=[N:21][C:22]3[CH2:23][CH2:24][CH:25]([C:29]([CH3:30])([CH3:32])[CH3:31])[CH2:26][C:27]=3[CH:28]=[C:19]2[CH:18]=1)=[O:16])[C:6]1[CH:11]=[CH:10][C:9]([C:12](=[O:35])[NH2:13])=[CH:8][CH:7]=1)=[N+:2]=[N-:3]. (6) Given the reactants [Cl:1][C:2]1[CH:3]=[C:4]([NH:8][CH2:9][C:10]2[C:19]3[C:14](=[C:15]([F:20])[CH:16]=[CH:17][CH:18]=3)[NH:13][C:12](=[O:21])[CH:11]=2)[CH:5]=[CH:6][CH:7]=1.[CH3:22][C:23]1[C:27]([C:28](O)=[O:29])=[C:26]([CH3:31])[O:25][N:24]=1, predict the reaction product. The product is: [Cl:1][C:2]1[CH:3]=[C:4]([N:8]([CH2:9][C:10]2[C:19]3[C:14](=[C:15]([F:20])[CH:16]=[CH:17][CH:18]=3)[NH:13][C:12](=[O:21])[CH:11]=2)[C:28]([C:27]2[C:23]([CH3:22])=[N:24][O:25][C:26]=2[CH3:31])=[O:29])[CH:5]=[CH:6][CH:7]=1. (7) Given the reactants I[C:2]1[CH:7]=[CH:6][CH:5]=[CH:4][C:3]=1[I:8].[Br:9][C:10]1[CH:11]=[CH:12][C:13]([O:19][CH3:20])=[C:14](B(O)O)[CH:15]=1.C(=O)([O-])[O-].[K+].[K+], predict the reaction product. The product is: [Br:9][C:10]1[CH:15]=[CH:14][C:13]([O:19][CH3:20])=[C:12]([C:2]2[CH:7]=[CH:6][CH:5]=[CH:4][C:3]=2[I:8])[CH:11]=1.